Dataset: Forward reaction prediction with 1.9M reactions from USPTO patents (1976-2016). Task: Predict the product of the given reaction. (1) Given the reactants C[C@@]12[C@H]3CC[C@]4(C)C(=O)[C@H](F)C[C@H]4[C@@H]3CC=C1CCCC2.C(Cl)(OC(F)F)C(F)(F)F.CNC1(C2C=CC=CC=2Cl)C(=O)CCCC1.CC1C=CC=C(C)C=1NC1SCCCN=1.CN1[C@@H]2C[C@@H](OC(C(C3C=CC=CC=3)CO)=O)C[C@H]1CC2.C[C@@]12[C@H]3CC[C@]4(C)C(=O)[C@H](F)C[C@H]4[C@@H]3CC=C1CCCC2.[CH3:105][CH2:106][O:107][CH2:108][CH2:109][O:110][CH2:111][CH2:112][OH:113], predict the reaction product. The product is: [CH3:105][CH2:106][O:107][CH2:108][CH2:109][O:110][CH2:111][CH2:112][OH:113]. (2) Given the reactants [C:1]([O:5][C:6]([N:8]1[C:13]([CH3:14])=[CH:12][C:11](Cl)=[CH:10][CH:9]1[CH:16]1[CH2:20][CH2:19][CH2:18][CH2:17]1)=[O:7])([CH3:4])([CH3:3])[CH3:2].C(=O)([O-])[O-].[Li+].[Li+].[H][H], predict the reaction product. The product is: [C:1]([O:5][C:6]([N:8]1[C:13]([CH3:14])=[CH:12][CH2:11][CH2:10][CH:9]1[CH:16]1[CH2:17][CH2:18][CH2:19][CH2:20]1)=[O:7])([CH3:2])([CH3:3])[CH3:4]. (3) Given the reactants [NH2:1][C:2]([NH2:4])=[S:3].[Cl:5][CH2:6][C:7](=O)[C:8](=[O:10])[CH3:9], predict the reaction product. The product is: [ClH:5].[NH2:1][C:2]1[S:3][CH:6]=[C:7]([C:8](=[O:10])[CH3:9])[N:4]=1. (4) Given the reactants Cl.[NH:2]1[C:10]2[C:5](=[CH:6][C:7]([C:11]([O:13][CH3:14])=[O:12])=[CH:8][CH:9]=2)[CH2:4][CH2:3]1.[CH:15](=O)[C:16]1[CH:21]=[CH:20][CH:19]=[CH:18][CH:17]=1.C(O[BH-](OC(=O)C)OC(=O)C)(=O)C.[Na+].[OH-].[Na+], predict the reaction product. The product is: [CH2:15]([N:2]1[C:10]2[C:5](=[CH:6][C:7]([C:11]([O:13][CH3:14])=[O:12])=[CH:8][CH:9]=2)[CH2:4][CH2:3]1)[C:16]1[CH:21]=[CH:20][CH:19]=[CH:18][CH:17]=1. (5) Given the reactants O.[C:2]([OH:6])(=[O:5])[CH:3]=O.[NH:7]1[CH2:11][CH2:10][CH2:9][CH2:8]1.[S:12]1[CH:16]=[CH:15][C:14](B(O)O)=[CH:13]1, predict the reaction product. The product is: [N:7]1([CH:3]([C:14]2[CH:15]=[CH:16][S:12][CH:13]=2)[C:2]([OH:6])=[O:5])[CH2:11][CH2:10][CH2:9][CH2:8]1. (6) Given the reactants Cl.[N:2]1([C:7](=[NH:9])[NH2:8])[CH:6]=[CH:5][CH:4]=[N:3]1.C[O-].[Na+].C([O:15][CH:16]=[C:17]([C:23](OCC)=O)[C:18]([O:20]CC)=[O:19])C.[OH-].[K+].Cl, predict the reaction product. The product is: [OH:15][C:16]1[C:17]([C:18]([OH:20])=[O:19])=[CH:23][N:8]=[C:7]([N:2]2[CH:6]=[CH:5][CH:4]=[N:3]2)[N:9]=1. (7) Given the reactants [O:1]=[C:2]1[CH2:11][CH2:10][C:9]2[C:4](=[CH:5][CH:6]=[C:7]([C:12]([F:15])([F:14])[F:13])[CH:8]=2)[N:3]1[CH2:16][C:17](O)=[O:18].[Br:20][C:21]1[C:22]([C:27]2[NH:31][N:30]=[CH:29][N:28]=2)=[C:23]([NH2:26])[S:24][CH:25]=1, predict the reaction product. The product is: [Br:20][C:21]1[C:22]([C:27]2[NH:31][N:30]=[CH:29][N:28]=2)=[C:23]([NH:26][C:17](=[O:18])[CH2:16][N:3]2[C:4]3[C:9](=[CH:8][C:7]([C:12]([F:15])([F:13])[F:14])=[CH:6][CH:5]=3)[CH2:10][CH2:11][C:2]2=[O:1])[S:24][CH:25]=1. (8) The product is: [ClH:27].[NH2:1][C:2]1[N:10]=[C:9]([O:11][CH2:12][CH2:13][CH2:14][CH3:15])[N:8]=[C:7]2[C:3]=1[NH:4][C:5](=[O:25])[N:6]2[CH2:16][C:17]1[CH:22]=[CH:21][C:20]([CH2:23][Cl:32])=[CH:19][CH:18]=1. Given the reactants [NH2:1][C:2]1[N:10]=[C:9]([O:11][CH2:12][CH2:13][CH2:14][CH3:15])[N:8]=[C:7]2[C:3]=1[N:4]=[C:5]([O:25]C)[N:6]2[CH2:16][C:17]1[CH:22]=[CH:21][C:20]([CH2:23]O)=[CH:19][CH:18]=1.[Cl:27]CCl.S(Cl)([Cl:32])=O, predict the reaction product. (9) Given the reactants [CH3:1][O:2][C:3]1[CH:23]=[CH:22][C:21]([O:24][CH3:25])=[CH:20][C:4]=1[CH2:5][C:6]1[N:10]([CH2:11][C:12]([O:14]C)=[O:13])[C:9]2[CH:16]=[CH:17][CH:18]=[CH:19][C:8]=2[N:7]=1.[OH-].[Na+], predict the reaction product. The product is: [CH3:1][O:2][C:3]1[CH:23]=[CH:22][C:21]([O:24][CH3:25])=[CH:20][C:4]=1[CH2:5][C:6]1[N:10]([CH2:11][C:12]([OH:14])=[O:13])[C:9]2[CH:16]=[CH:17][CH:18]=[CH:19][C:8]=2[N:7]=1.